Dataset: Full USPTO retrosynthesis dataset with 1.9M reactions from patents (1976-2016). Task: Predict the reactants needed to synthesize the given product. Given the product [F:6][C:7]([F:12])([F:11])[C:8]([OH:10])=[O:9].[CH2:13]([NH:17][C:18]([NH:20][C@H:21]1[CH2:29][C@H:28]2[C@:24]([C:32]3[CH:37]=[CH:36][C:35]([O:38][CH3:39])=[C:34]([O:40][CH3:41])[CH:33]=3)([CH2:25][CH2:26][N:27]2[CH2:30][C:31]2[N:1]([CH3:5])[CH:2]=[CH:3][CH:4]=2)[CH2:23][CH2:22]1)=[S:19])[CH2:14][CH2:15][CH3:16], predict the reactants needed to synthesize it. The reactants are: [NH:1]1[CH2:5][CH2:4][CH2:3][CH2:2]1.[F:6][C:7]([F:12])([F:11])[C:8]([OH:10])=[O:9].[CH2:13]([NH:17][C:18]([NH:20][C@H:21]1[CH2:29][C@H:28]2[C@:24]([C:32]3[CH:37]=[CH:36][C:35]([O:38][CH3:39])=[C:34]([O:40][CH3:41])[CH:33]=3)([CH2:25][CH2:26][N:27]2[CH2:30][CH3:31])[CH2:23][CH2:22]1)=[S:19])[CH2:14][CH2:15][CH3:16].CN1C=CC=C1C=O.